This data is from Full USPTO retrosynthesis dataset with 1.9M reactions from patents (1976-2016). The task is: Predict the reactants needed to synthesize the given product. Given the product [CH3:34][O:33][C:24]([C:25]1[C:26]([CH2:27][C:28]([O:30][CH3:31])=[O:29])=[CH:22][NH:21][CH:20]=1)=[O:32], predict the reactants needed to synthesize it. The reactants are: C[Si]([N-][Si](C)(C)C)(C)C.[Li+].C1(C)C=CC(S([CH2:20][N+:21]#[C-:22])(=O)=O)=CC=1.[C:24]([O:33][CH3:34])(=[O:32])[CH:25]=[CH:26][CH2:27][C:28]([O:30][CH3:31])=[O:29].